Dataset: Catalyst prediction with 721,799 reactions and 888 catalyst types from USPTO. Task: Predict which catalyst facilitates the given reaction. (1) Reactant: CSC.B.[C:5]([C:7]1[CH:8]=[C:9]([C:13]([CH3:18])([CH3:17])[C:14](O)=[O:15])[CH:10]=[CH:11][CH:12]=1)#[N:6].C(OCC)(=O)C. Product: [OH:15][CH2:14][C:13]([C:9]1[CH:8]=[C:7]([CH:12]=[CH:11][CH:10]=1)[C:5]#[N:6])([CH3:18])[CH3:17]. The catalyst class is: 632. (2) Reactant: [CH2:1]([N:8]1[CH2:15][CH2:14][C:11]2([O:13][CH2:12]2)[CH2:10][CH2:9]1)[C:2]1[CH:7]=[CH:6][CH:5]=[CH:4][CH:3]=1.Cl.[CH3:17][C:18](=[CH2:21])[CH2:19][NH2:20].CCN(C(C)C)C(C)C. Product: [CH2:1]([N:8]1[CH2:15][CH2:14][C:11]([CH2:12][NH:20][CH2:19][C:18]([CH3:21])=[CH2:17])([OH:13])[CH2:10][CH2:9]1)[C:2]1[CH:7]=[CH:6][CH:5]=[CH:4][CH:3]=1. The catalyst class is: 8. (3) Reactant: [OH:1][C:2]1[CH:9]=[C:8]([CH3:10])[CH:7]=[C:6]([CH3:11])[C:3]=1[CH:4]=[O:5].C(N(C(C)C)CC)(C)C.[CH3:21][O:22][CH2:23]Cl.O. Product: [CH3:21][O:22][CH2:23][O:1][C:2]1[CH:9]=[C:8]([CH3:10])[CH:7]=[C:6]([CH3:11])[C:3]=1[CH:4]=[O:5]. The catalyst class is: 4. (4) Reactant: [C:1]1([N:7]2[C:11]([NH:12][C:13](=[O:21])OC3C=CC=CC=3)=[CH:10][C:9]([C:22]([F:25])([F:24])[F:23])=[N:8]2)[CH:6]=[CH:5][CH:4]=[CH:3][CH:2]=1.[CH3:26][O:27][C:28]1[CH:29]=[C:30]2[C:35](=[CH:36][C:37]=1[O:38][CH3:39])[N:34]=[CH:33][N:32]=[C:31]2[O:40][C:41]1[CH:42]=[C:43]([CH:45]=[CH:46][CH:47]=1)[NH2:44].C(N(CC)C(C)C)(C)C. Product: [CH3:26][O:27][C:28]1[CH:29]=[C:30]2[C:35](=[CH:36][C:37]=1[O:38][CH3:39])[N:34]=[CH:33][N:32]=[C:31]2[O:40][C:41]1[CH:42]=[C:43]([NH:44][C:13]([NH:12][C:11]2[N:7]([C:1]3[CH:2]=[CH:3][CH:4]=[CH:5][CH:6]=3)[N:8]=[C:9]([C:22]([F:23])([F:24])[F:25])[CH:10]=2)=[O:21])[CH:45]=[CH:46][CH:47]=1. The catalyst class is: 1.